From a dataset of Catalyst prediction with 721,799 reactions and 888 catalyst types from USPTO. Predict which catalyst facilitates the given reaction. Reactant: [CH:1]1[C:6]([OH:7])=[CH:5][C:4]2[C:8]([CH2:11][CH2:12][NH2:13])=[CH:9][NH:10][C:3]=2[CH:2]=1.Cl.[CH2:15]([N:33]=[C:34]=[O:35])[CH2:16][CH2:17][CH2:18][CH2:19][CH2:20][CH2:21][CH2:22][CH2:23][CH2:24][CH2:25][CH2:26][CH2:27][CH2:28][CH2:29][CH2:30][CH2:31][CH3:32].O. Product: [OH:7][C:6]1[CH:5]=[C:4]2[C:3](=[CH:2][CH:1]=1)[NH:10][CH:9]=[C:8]2[CH2:11][CH2:12][NH:13][C:34]([NH:33][CH2:15][CH2:16][CH2:17][CH2:18][CH2:19][CH2:20][CH2:21][CH2:22][CH2:23][CH2:24][CH2:25][CH2:26][CH2:27][CH2:28][CH2:29][CH2:30][CH2:31][CH3:32])=[O:35]. The catalyst class is: 17.